This data is from Forward reaction prediction with 1.9M reactions from USPTO patents (1976-2016). The task is: Predict the product of the given reaction. Given the reactants [Br:1][C:2]1[CH:3]=[C:4]2[C:10]([CH3:11])=[C:9]([CH3:12])[N:8](S(C3C=CC=CC=3)(=O)=O)[C:5]2=[N:6][CH:7]=1.[OH-].[Na+].CCOC(C)=O, predict the reaction product. The product is: [Br:1][C:2]1[CH:3]=[C:4]2[C:10]([CH3:11])=[C:9]([CH3:12])[NH:8][C:5]2=[N:6][CH:7]=1.